From a dataset of Catalyst prediction with 721,799 reactions and 888 catalyst types from USPTO. Predict which catalyst facilitates the given reaction. (1) The catalyst class is: 9. Reactant: [CH3:1][CH:2]1[C:7]([CH3:19])([C:8]2[CH:13]=[CH:12][CH:11]=[C:10]([C:14]3[N:15]=[N:16][NH:17][CH:18]=3)[CH:9]=2)[CH2:6][CH2:5][NH:4][CH2:3]1.Cl[CH2:21][CH2:22][CH:23]([C:25]1[CH:30]=[CH:29][CH:28]=[CH:27][CH:26]=1)[OH:24].[I-].[Na+].C(=O)([O-])O.[Na+]. Product: [OH:24][CH:23]([C:25]1[CH:30]=[CH:29][CH:28]=[CH:27][CH:26]=1)[CH2:22][CH2:21][N:4]1[CH2:5][CH2:6][C:7]([CH3:19])([C:8]2[CH:13]=[CH:12][CH:11]=[C:10]([C:14]3[N:15]=[N:16][NH:17][CH:18]=3)[CH:9]=2)[CH:2]([CH3:1])[CH2:3]1. (2) Reactant: [CH3:1][C:2]1[CH:3]=[C:4]([CH:20]=[CH:21][C:22]=1[CH3:23])[C:5]([C:7]1[C:16](=[O:17])[C:15]2[C:10](=[C:11]([CH3:19])[N:12]=[C:13]([CH3:18])[CH:14]=2)[NH:9][CH:8]=1)=[O:6].[H-].[Na+].[Br:26][C:27]1[CH:32]=[CH:31][CH:30]=[C:29]([CH2:33]Br)[N:28]=1. Product: [Br:26][C:27]1[N:28]=[C:29]([CH2:33][N:9]2[C:10]3[C:15](=[CH:14][C:13]([CH3:18])=[N:12][C:11]=3[CH3:19])[C:16](=[O:17])[C:7]([C:5](=[O:6])[C:4]3[CH:20]=[CH:21][C:22]([CH3:23])=[C:2]([CH3:1])[CH:3]=3)=[CH:8]2)[CH:30]=[CH:31][CH:32]=1. The catalyst class is: 9.